Dataset: Forward reaction prediction with 1.9M reactions from USPTO patents (1976-2016). Task: Predict the product of the given reaction. Given the reactants [CH3:1][O:2][CH2:3][CH2:4]/[CH:5]=[CH:6]/[C:7]1[N:11]2[CH:12]=[CH:13][CH:14]=[CH:15][C:10]2=[N:9][C:8]=1[C:16]([O:18][CH2:19][CH3:20])=[O:17].[H][H], predict the reaction product. The product is: [CH3:1][O:2][CH2:3][CH2:4][CH2:5][CH2:6][C:7]1[N:11]2[CH2:12][CH2:13][CH2:14][CH2:15][C:10]2=[N:9][C:8]=1[C:16]([O:18][CH2:19][CH3:20])=[O:17].